From a dataset of Forward reaction prediction with 1.9M reactions from USPTO patents (1976-2016). Predict the product of the given reaction. (1) Given the reactants [NH2:1][C:2]1[N:10]=[CH:9][C:8]([CH3:11])=[CH:7][C:3]=1[C:4]([NH2:6])=[O:5].Br[CH2:13][C:14]1[CH:19]=[C:18]([Cl:20])[CH:17]=[CH:16][C:15]=1[S:21]([CH3:24])(=[O:23])=[O:22].C(OCC)(=O)C, predict the reaction product. The product is: [ClH:20].[Cl:20][C:18]1[CH:17]=[CH:16][C:15]([S:21]([CH3:24])(=[O:23])=[O:22])=[C:14]([CH:19]=1)[CH2:13][N:10]1[CH:9]=[C:8]([CH3:11])[CH:7]=[C:3]([C:4]([NH2:6])=[O:5])[C:2]1=[NH:1]. (2) Given the reactants C([O-])(=O)C.[K+].Br[C:7]1[CH:8]=[CH:9][C:10]2[C:11]([CH:15]=1)=[N:12][O:13][N:14]=2.C(=O)([O-])[O-].[Na+].[Na+].Br[C:23]1[CH:31]=[CH:30][CH:29]=[CH:28][C:24]=1[N:25]([CH3:27])[CH3:26], predict the reaction product. The product is: [N:14]1[O:13][N:12]=[C:11]2[CH:15]=[C:7]([C:23]3[CH:31]=[CH:30][CH:29]=[CH:28][C:24]=3[N:25]([CH3:27])[CH3:26])[CH:8]=[CH:9][C:10]=12. (3) Given the reactants [CH3:1][C:2]1[N:3]=[CH:4][N:5]([C:7]2[S:8][C:9]([CH:12]=O)=[CH:10][N:11]=2)[CH:6]=1.[C:14](=O)([O-])[O-].[K+].[K+].CO, predict the reaction product. The product is: [C:12]([C:9]1[S:8][C:7]([N:5]2[CH:6]=[C:2]([CH3:1])[N:3]=[CH:4]2)=[N:11][CH:10]=1)#[CH:14]. (4) The product is: [Cl:1][C:2]1[CH:16]=[CH:15][C:5]2[NH:6][C:7]([C@@H:9]([NH:14][C:28](=[O:29])[C:27]3[CH:31]=[CH:32][C:24]([N:17]4[CH2:22][CH2:21][O:20][CH2:19][C:18]4=[O:23])=[C:25]([N+:33]([O-:35])=[O:34])[CH:26]=3)[CH2:10][CH2:11][S:12][CH3:13])=[N:8][C:4]=2[CH:3]=1. Given the reactants [Cl:1][C:2]1[CH:16]=[CH:15][C:5]2[NH:6][C:7]([C@@H:9]([NH2:14])[CH2:10][CH2:11][S:12][CH3:13])=[N:8][C:4]=2[CH:3]=1.[N:17]1([C:24]2[CH:32]=[CH:31][C:27]([C:28](Cl)=[O:29])=[CH:26][C:25]=2[N+:33]([O-:35])=[O:34])[CH2:22][CH2:21][O:20][CH2:19][C:18]1=[O:23], predict the reaction product. (5) Given the reactants [Br:1][C:2]1[CH:3]=[CH:4][C:5]([CH3:16])=[C:6]([C:8](=O)[CH2:9][C:10]([CH:12]2[CH2:14][CH2:13]2)=O)[CH:7]=1.Cl.[NH:18]([C:20]1[CH:25]=[CH:24][C:23]([S:26]([NH2:29])(=[O:28])=[O:27])=[CH:22][CH:21]=1)[NH2:19], predict the reaction product. The product is: [Br:1][C:2]1[CH:3]=[CH:4][C:5]([CH3:16])=[C:6]([C:8]2[N:18]([C:20]3[CH:21]=[CH:22][C:23]([S:26]([NH2:29])(=[O:28])=[O:27])=[CH:24][CH:25]=3)[N:19]=[C:10]([CH:12]3[CH2:14][CH2:13]3)[CH:9]=2)[CH:7]=1. (6) Given the reactants [Cl:1][C:2]1[CH:3]=[C:4]([NH:8][C:9]2[N:14]=[C:13]([C:15]3[C:16](Cl)=[N:17][CH:18]=[CH:19][CH:20]=3)[CH:12]=[CH:11][N:10]=2)[CH:5]=[CH:6][CH:7]=1, predict the reaction product. The product is: [Cl:1][C:2]1[CH:3]=[C:4]([NH:8][C:9]2[N:14]=[C:13]([C:15]3[C:16]([NH:10][CH2:11][CH2:12][CH2:13][NH2:14])=[N:17][CH:18]=[CH:19][CH:20]=3)[CH:12]=[CH:11][N:10]=2)[CH:5]=[CH:6][CH:7]=1. (7) Given the reactants CN(C)C=O.Cl[CH2:7][CH2:8][O:9][C:10]1[CH:19]=[C:18]2[C:13]([C:14]([O:20][C:21]3[C:22]([CH3:31])=[N:23][C:24]4[C:29]([CH:30]=3)=[CH:28][CH:27]=[CH:26][CH:25]=4)=[CH:15][CH:16]=[N:17]2)=[CH:12][C:11]=1[O:32][CH3:33].[C:34](=[O:37])([O-])[O-:35].[K+].[K+].[CH3:40][C:41]1([CH3:49])[CH2:46][C:45](=[O:47])[NH:44]C(=O)[CH2:42]1, predict the reaction product. The product is: [CH3:33][O:32][C:11]1[CH:12]=[C:13]2[C:18](=[CH:19][C:10]=1[O:9][CH2:8][CH2:7][NH:44][C:45]([CH2:46][C:41]([CH3:49])([CH3:42])[CH2:40][C:34]([OH:35])=[O:37])=[O:47])[N:17]=[CH:16][CH:15]=[C:14]2[O:20][C:21]1[C:22]([CH3:31])=[N:23][C:24]2[C:29]([CH:30]=1)=[CH:28][CH:27]=[CH:26][CH:25]=2. (8) The product is: [NH2:54][C:55]1[N:60]=[CH:59][C:58]([C:37]2[N:36]=[C:35]3[C:40]([N:41]=[C:42]([C:43]([OH:46])([CH3:45])[CH3:44])[N:34]3[CH2:33][CH2:32][CH2:11][OH:14])=[C:39]([N:47]3[CH2:48][CH2:49][O:50][CH2:51][CH2:52]3)[N:38]=2)=[CH:57][N:56]=1. Given the reactants ClC1N=C2C(N=C([C:11]([OH:14])(C)C)N2)=C(N2CCOCC2)N=1.C(OCCBr)(=O)C.C(O[CH2:32][CH2:33][N:34]1[C:42]([C:43]([OH:46])([CH3:45])[CH3:44])=[N:41][C:40]2[C:35]1=[N:36][C:37](Cl)=[N:38][C:39]=2[N:47]1[CH2:52][CH2:51][O:50][CH2:49][CH2:48]1)(=O)C.[NH2:54][C:55]1[N:60]=[CH:59][C:58](B(O)O)=[CH:57][N:56]=1, predict the reaction product.